This data is from Peptide-MHC class II binding affinity with 134,281 pairs from IEDB. The task is: Regression. Given a peptide amino acid sequence and an MHC pseudo amino acid sequence, predict their binding affinity value. This is MHC class II binding data. (1) The peptide sequence is KPVSQMRMATPLLMR. The MHC is H-2-IAb with pseudo-sequence H-2-IAb. The binding affinity (normalized) is 0.620. (2) The peptide sequence is RNITGTSSTPEAVSL. The MHC is HLA-DPA10201-DPB10101 with pseudo-sequence HLA-DPA10201-DPB10101. The binding affinity (normalized) is 0.151. (3) The peptide sequence is FRHLAREKNPRLCTK. The MHC is HLA-DQA10501-DQB10402 with pseudo-sequence HLA-DQA10501-DQB10402. The binding affinity (normalized) is 0.366. (4) The peptide sequence is NVEGSYDGAYAPVLQDFRSL. The MHC is DRB1_0901 with pseudo-sequence DRB1_0901. The binding affinity (normalized) is 0.0322. (5) The binding affinity (normalized) is 0.226. The peptide sequence is AATQARAAAAAFEAA. The MHC is HLA-DQA10301-DQB10302 with pseudo-sequence HLA-DQA10301-DQB10302.